This data is from Reaction yield outcomes from USPTO patents with 853,638 reactions. The task is: Predict the reaction yield, written as a fraction of the theoretical maximum amount of product (1.0 means a 100% yield; for example, 0.34 means a 34% yield). (1) The reactants are Br[C:2]1[C:11]2[C:6](=[CH:7][CH:8]=[C:9]([OH:12])[CH:10]=2)[N:5]=[C:4]2[C:13]3[C:18]([O:19][CH2:20][C:3]=12)=[CH:17][C:16]([OH:21])=[CH:15][CH:14]=3.[Cl:22][C:23]1[CH:24]=[C:25](B(O)O)[CH:26]=[CH:27][CH:28]=1. No catalyst specified. The product is [Cl:22][C:23]1[CH:28]=[C:27]([C:2]2[C:11]3[C:6](=[CH:7][CH:8]=[C:9]([OH:12])[CH:10]=3)[N:5]=[C:4]3[C:13]4[C:18]([O:19][CH2:20][C:3]=23)=[CH:17][C:16]([OH:21])=[CH:15][CH:14]=4)[CH:26]=[CH:25][CH:24]=1. The yield is 0.940. (2) The reactants are [C:1]([OH:7])([C:3]([F:6])([F:5])[F:4])=[O:2].[F:8][C:9]([F:46])([F:45])[C:10]1[CH:11]=[C:12]([C:20]2[N:24]=[CH:23][N:22](/[CH:25]=[CH:26]\[C:27]([NH:29][NH:30][C:31](=[O:44])[C@@H:32]([NH:36]C(=O)OC(C)(C)C)[CH:33]([CH3:35])[CH3:34])=[O:28])[N:21]=2)[CH:13]=[C:14]([C:16]([F:19])([F:18])[F:17])[CH:15]=1. The catalyst is ClCCl. The product is [F:4][C:3]([F:6])([F:5])[C:1]([OH:7])=[O:2].[NH2:36][C@@H:32]([CH:33]([CH3:35])[CH3:34])[C:31]([NH:30][NH:29][C:27](=[O:28])/[CH:26]=[CH:25]\[N:22]1[CH:23]=[N:24][C:20]([C:12]2[CH:11]=[C:10]([C:9]([F:45])([F:46])[F:8])[CH:15]=[C:14]([C:16]([F:18])([F:17])[F:19])[CH:13]=2)=[N:21]1)=[O:44]. The yield is 0.0200. (3) The reactants are [C:1]([O:5][C:6](=[O:34])[NH:7][C:8]1([C:16]2[CH:25]=[CH:24][C:23]3[C:18](=[CH:19][CH:20]=[C:21]([O:26]CC4C=CC=CC=4)[CH:22]=3)[CH:17]=2)[CH2:13][O:12][C:11]([CH3:15])([CH3:14])[O:10][CH2:9]1)([CH3:4])([CH3:3])[CH3:2].C(O)C. The catalyst is [OH-].[OH-].[Pd+2]. The product is [OH:26][C:21]1[CH:22]=[C:23]2[C:18](=[CH:19][CH:20]=1)[CH:17]=[C:16]([C:8]1([NH:7][C:6](=[O:34])[O:5][C:1]([CH3:4])([CH3:3])[CH3:2])[CH2:13][O:12][C:11]([CH3:15])([CH3:14])[O:10][CH2:9]1)[CH:25]=[CH:24]2. The yield is 0.953. (4) The reactants are [Cl:1][C:2]1[C:11]2[C:6](=[CH:7][CH:8]=[CH:9][C:10]=2[O:12][CH:13]2[CH2:18][CH2:17][N:16]([CH3:19])[CH2:15][CH2:14]2)[N:5]=[CH:4][N:3]=1.[Cl:20][C:21]1[CH:22]=[C:23]([CH:25]=[CH:26][C:27]=1[CH2:28][NH:29][C:30]1[CH:35]=[CH:34][CH:33]=[C:32]([F:36])[CH:31]=1)[NH2:24]. No catalyst specified. The product is [ClH:1].[Cl:20][C:21]1[CH:22]=[C:23]([CH:25]=[CH:26][C:27]=1[CH2:28][NH:29][C:30]1[CH:35]=[CH:34][CH:33]=[C:32]([F:36])[CH:31]=1)[NH:24][C:2]1[C:11]2[C:6](=[CH:7][CH:8]=[CH:9][C:10]=2[O:12][CH:13]2[CH2:18][CH2:17][N:16]([CH3:19])[CH2:15][CH2:14]2)[N:5]=[CH:4][N:3]=1. The yield is 0.540. (5) The reactants are [Br:1][C:2]1[C:10]2[C:9]([N:11]3[CH:16]4[CH2:17][CH2:18][CH:12]3[CH2:13][CH:14]([NH:19][CH:20]3[CH2:23][CH2:22][CH2:21]3)[CH2:15]4)=[N:8][CH:7]=[N:6][C:5]=2[S:4][CH:3]=1.[CH2:24]=O. The catalyst is C(O)=O. The product is [Br:1][C:2]1[C:10]2[C:9]([N:11]3[CH:12]4[CH2:18][CH2:17][CH:16]3[CH2:15][CH:14]([N:19]([CH:20]3[CH2:23][CH2:22][CH2:21]3)[CH3:24])[CH2:13]4)=[N:8][CH:7]=[N:6][C:5]=2[S:4][CH:3]=1. The yield is 0.810.